Dataset: NCI-60 drug combinations with 297,098 pairs across 59 cell lines. Task: Regression. Given two drug SMILES strings and cell line genomic features, predict the synergy score measuring deviation from expected non-interaction effect. (1) Drug 1: C1CCC(C1)C(CC#N)N2C=C(C=N2)C3=C4C=CNC4=NC=N3. Drug 2: COC1=CC(=CC(=C1O)OC)C2C3C(COC3=O)C(C4=CC5=C(C=C24)OCO5)OC6C(C(C7C(O6)COC(O7)C8=CC=CS8)O)O. Cell line: HOP-62. Synergy scores: CSS=1.01, Synergy_ZIP=0.388, Synergy_Bliss=-8.63, Synergy_Loewe=-39.1, Synergy_HSA=-9.69. (2) Drug 1: CCCS(=O)(=O)NC1=C(C(=C(C=C1)F)C(=O)C2=CNC3=C2C=C(C=N3)C4=CC=C(C=C4)Cl)F. Drug 2: CC1=C2C(C(=O)C3(C(CC4C(C3C(C(C2(C)C)(CC1OC(=O)C(C(C5=CC=CC=C5)NC(=O)OC(C)(C)C)O)O)OC(=O)C6=CC=CC=C6)(CO4)OC(=O)C)O)C)O. Cell line: HT29. Synergy scores: CSS=80.0, Synergy_ZIP=15.5, Synergy_Bliss=14.0, Synergy_Loewe=11.3, Synergy_HSA=15.7. (3) Drug 1: CCC1=CC2CC(C3=C(CN(C2)C1)C4=CC=CC=C4N3)(C5=C(C=C6C(=C5)C78CCN9C7C(C=CC9)(C(C(C8N6C)(C(=O)OC)O)OC(=O)C)CC)OC)C(=O)OC.C(C(C(=O)O)O)(C(=O)O)O. Drug 2: CC1C(C(CC(O1)OC2CC(CC3=C2C(=C4C(=C3O)C(=O)C5=C(C4=O)C(=CC=C5)OC)O)(C(=O)CO)O)N)O.Cl. Cell line: HCT116. Synergy scores: CSS=35.2, Synergy_ZIP=0.595, Synergy_Bliss=1.28, Synergy_Loewe=-2.62, Synergy_HSA=2.97. (4) Drug 1: CC(C1=C(C=CC(=C1Cl)F)Cl)OC2=C(N=CC(=C2)C3=CN(N=C3)C4CCNCC4)N. Drug 2: C1CCC(CC1)NC(=O)N(CCCl)N=O. Cell line: EKVX. Synergy scores: CSS=8.50, Synergy_ZIP=-2.71, Synergy_Bliss=-1.34, Synergy_Loewe=-2.38, Synergy_HSA=-0.791. (5) Drug 1: CNC(=O)C1=CC=CC=C1SC2=CC3=C(C=C2)C(=NN3)C=CC4=CC=CC=N4. Drug 2: CCN(CC)CCCC(C)NC1=C2C=C(C=CC2=NC3=C1C=CC(=C3)Cl)OC. Cell line: MOLT-4. Synergy scores: CSS=43.6, Synergy_ZIP=13.3, Synergy_Bliss=14.7, Synergy_Loewe=12.3, Synergy_HSA=17.0. (6) Drug 1: C1=C(C(=O)NC(=O)N1)N(CCCl)CCCl. Drug 2: C1=NC2=C(N1)C(=S)N=C(N2)N. Cell line: HS 578T. Synergy scores: CSS=34.1, Synergy_ZIP=3.23, Synergy_Bliss=3.26, Synergy_Loewe=-6.80, Synergy_HSA=5.02. (7) Drug 1: C1=CC(=CC=C1CC(C(=O)O)N)N(CCCl)CCCl.Cl. Drug 2: CC1CCCC2(C(O2)CC(NC(=O)CC(C(C(=O)C(C1O)C)(C)C)O)C(=CC3=CSC(=N3)C)C)C. Cell line: NCI-H460. Synergy scores: CSS=14.1, Synergy_ZIP=-9.20, Synergy_Bliss=0.922, Synergy_Loewe=-2.25, Synergy_HSA=-1.31.